This data is from Catalyst prediction with 721,799 reactions and 888 catalyst types from USPTO. The task is: Predict which catalyst facilitates the given reaction. (1) Product: [F:23][C:24]1[CH:25]=[C:26]([C@@H:31]([C:35]2[CH:40]=[CH:39][C:38]([S:41]([CH3:44])(=[O:43])=[O:42])=[CH:37][CH:36]=2)[CH2:32][CH:33]=[O:34])[CH:27]=[C:28]([F:30])[CH:29]=1. The catalyst class is: 4. Reactant: CC(OI1(OC(C)=O)(OC(C)=O)OC(=O)C2C=CC=CC1=2)=O.[F:23][C:24]1[CH:25]=[C:26]([C@@H:31]([C:35]2[CH:40]=[CH:39][C:38]([S:41]([CH3:44])(=[O:43])=[O:42])=[CH:37][CH:36]=2)[CH2:32][CH2:33][OH:34])[CH:27]=[C:28]([F:30])[CH:29]=1. (2) Reactant: C(OC([N:8]1[CH2:13][CH2:12][N:11]([C:14]2[CH:19]=[CH:18][C:17]([N:20]3[CH2:25][CH2:24][CH2:23][C@H:22]([O:26][CH3:27])[CH2:21]3)=[CH:16][C:15]=2[CH:28]2[CH2:33][CH2:32][C:31]([CH2:36][CH3:37])([CH2:34][CH3:35])[CH2:30][CH2:29]2)[CH2:10][CH2:9]1)=O)(C)(C)C.FC(F)(F)C(O)=O.C(=O)([O-])[O-].[K+].[K+]. Product: [CH2:36]([C:31]1([CH2:34][CH3:35])[CH2:30][CH2:29][CH:28]([C:15]2[CH:16]=[C:17]([N:20]3[CH2:25][CH2:24][CH2:23][C@H:22]([O:26][CH3:27])[CH2:21]3)[CH:18]=[CH:19][C:14]=2[N:11]2[CH2:10][CH2:9][NH:8][CH2:13][CH2:12]2)[CH2:33][CH2:32]1)[CH3:37]. The catalyst class is: 46. (3) The catalyst class is: 408. Reactant: CN1CCCC1=O.[C:8]([OH:12])(=[O:11])[CH2:9][CH3:10].C(N1C=CN=C1)(N1C=CN=C1)=O.[NH2:25][C:26](=[N:56]O)[C:27]1[CH:55]=[CH:54][C:30]([O:31][CH2:32][CH2:33][CH2:34][CH:35]2[CH2:40][CH2:39][N:38]([CH2:41][CH2:42][CH2:43][O:44][C:45]3[CH:53]=[CH:52][C:48]([C:49]([NH2:51])=[O:50])=[CH:47][CH:46]=3)[CH2:37][CH2:36]2)=[CH:29][CH:28]=1. Product: [NH2:56][C:26](=[N:25][O:11][C:8](=[O:12])[CH2:9][CH3:10])[C:27]1[CH:55]=[CH:54][C:30]([O:31][CH2:32][CH2:33][CH2:34][CH:35]2[CH2:40][CH2:39][N:38]([CH2:41][CH2:42][CH2:43][O:44][C:45]3[CH:46]=[CH:47][C:48]([C:49]([NH2:51])=[O:50])=[CH:52][CH:53]=3)[CH2:37][CH2:36]2)=[CH:29][CH:28]=1. (4) Product: [CH3:7][O:6][C:5]1[CH:4]=[C:3]([CH:11]=[CH:10][C:8]=1[O:9][CH2:22][CH2:23][C:24]1[S:28][CH:27]=[N:26][C:25]=1[CH3:29])[CH:2]=[O:1]. The catalyst class is: 3. Reactant: [O:1]=[CH:2][C:3]1[CH:11]=[CH:10][C:8]([OH:9])=[C:5]([O:6][CH3:7])[CH:4]=1.C([O-])([O-])=O.[K+].[K+].CS([CH2:22][CH2:23][C:24]1[S:28][CH:27]=[N:26][C:25]=1[CH3:29])(=O)=O.O. (5) Reactant: C1([NH2+]C2CCCCC2)CCCCC1.[C:14]([O:18][C:19]([NH:21][CH:22]([CH:26]1[CH2:30][CH2:29][CH2:28][CH2:27]1)[C:23]([O-:25])=[O:24])=[O:20])([CH3:17])([CH3:16])[CH3:15]. Product: [C:14]([O:18][C:19]([NH:21][CH:22]([CH:26]1[CH2:27][CH2:28][CH2:29][CH2:30]1)[C:23]([OH:25])=[O:24])=[O:20])([CH3:17])([CH3:15])[CH3:16]. The catalyst class is: 33. (6) Reactant: [F:1][C:2]1[CH:7]=[CH:6][CH:5]=[C:4]([F:8])[C:3]=1[N:9]1[C:14]2[N:15]=[C:16](S(C)(=O)=O)[N:17]=[C:18]([C:19]3[CH:24]=[CH:23][C:22]([F:25])=[CH:21][C:20]=3[CH3:26])[C:13]=2[CH:12]=[CH:11][C:10]1=[O:31].Cl.[NH2:33][C@H:34]1[CH2:39][CH2:38][C@H:37]([OH:40])[CH2:36][CH2:35]1.C(N(CC)CC)C. Product: [OH:40][C@H:37]1[CH2:38][CH2:39][C@H:34]([NH:33][C:16]2[N:17]=[C:18]([C:19]3[CH:24]=[CH:23][C:22]([F:25])=[CH:21][C:20]=3[CH3:26])[C:13]3[CH:12]=[CH:11][C:10](=[O:31])[N:9]([C:3]4[C:2]([F:1])=[CH:7][CH:6]=[CH:5][C:4]=4[F:8])[C:14]=3[N:15]=2)[CH2:35][CH2:36]1. The catalyst class is: 1. (7) Reactant: [OH:1][C:2]1[CH:11]=[CH:10][C:5]2[NH:6][C:7](=[O:9])[NH:8][C:4]=2[CH:3]=1.[Br:12][CH2:13][CH2:14][CH2:15]Br.C([O-])([O-])=O.[K+].[K+]. Product: [Br:12][CH2:13][CH2:14][CH2:15][O:1][C:2]1[CH:11]=[CH:10][C:5]2[NH:6][C:7](=[O:9])[NH:8][C:4]=2[CH:3]=1. The catalyst class is: 14. (8) Reactant: [NH2:1][C:2]1[N:7]=[CH:6][N:5]=[C:4]2[N:8]([C@@H:25]3[CH2:30][CH2:29][CH2:28][N:27]([C:31](=[O:35])[CH2:32][C:33]#[N:34])[CH2:26]3)[N:9]=[C:10]([C:11]3[CH:16]=[CH:15][C:14]([O:17][C:18]4[CH:23]=[CH:22][CH:21]=[CH:20][CH:19]=4)=[CH:13][C:12]=3[F:24])[C:3]=12.[CH3:36][C:37]([N:41]1[CH2:46][CH2:45][N:44]([CH:47]2[CH2:50][O:49][CH2:48]2)[CH2:43][CH2:42]1)([CH3:40])[CH:38]=O.N1CCCC1.[Si](Cl)(C)(C)C. Product: [NH2:1][C:2]1[N:7]=[CH:6][N:5]=[C:4]2[N:8]([C@@H:25]3[CH2:30][CH2:29][CH2:28][N:27]([C:31]([C:32](=[CH:38][C:37]([CH3:40])([N:41]4[CH2:46][CH2:45][N:44]([CH:47]5[CH2:50][O:49][CH2:48]5)[CH2:43][CH2:42]4)[CH3:36])[C:33]#[N:34])=[O:35])[CH2:26]3)[N:9]=[C:10]([C:11]3[CH:16]=[CH:15][C:14]([O:17][C:18]4[CH:19]=[CH:20][CH:21]=[CH:22][CH:23]=4)=[CH:13][C:12]=3[F:24])[C:3]=12. The catalyst class is: 2. (9) Reactant: [CH3:1][NH:2][C:3]1[C:4]([O:11][C:12]2[CH:17]=[CH:16][CH:15]=[CH:14][C:13]=2[CH3:18])=[N:5][C:6]([S:9][CH3:10])=[N:7][CH:8]=1.C(N(C(C)C)C(C)C)C.[F:28][C:29]([F:47])([F:46])[C:30]1[CH:31]=[C:32]([C:40]([CH3:45])([CH3:44])[C:41](Cl)=[O:42])[CH:33]=[C:34]([C:36]([F:39])([F:38])[F:37])[CH:35]=1.[OH-].[Na+]. Product: [F:28][C:29]([F:47])([F:46])[C:30]1[CH:31]=[C:32]([C:40]([CH3:45])([CH3:44])[C:41]([N:2]([CH3:1])[C:3]2[C:4]([O:11][C:12]3[CH:17]=[CH:16][CH:15]=[CH:14][C:13]=3[CH3:18])=[N:5][C:6]([S:9][CH3:10])=[N:7][CH:8]=2)=[O:42])[CH:33]=[C:34]([C:36]([F:39])([F:38])[F:37])[CH:35]=1. The catalyst class is: 2.